This data is from Reaction yield outcomes from USPTO patents with 853,638 reactions. The task is: Predict the reaction yield, written as a fraction of the theoretical maximum amount of product (1.0 means a 100% yield; for example, 0.34 means a 34% yield). (1) The product is [CH3:1][N:2]1[C:10]2[C:5](=[CH:6][CH:7]=[CH:8][CH:9]=2)[CH:4]=[CH:3]1. The catalyst is C1(C)C=CC=CC=1.O=[Mn]=O. The yield is 0.570. The reactants are [CH3:1][N:2]1[C:10]2[C:5](=[CH:6][CH:7]=[CH:8][CH:9]=2)[CH2:4][CH2:3]1. (2) The reactants are [CH2:1]([O:5][CH2:6][C:7]1[CH:12]=[CH:11][C:10]([CH2:13]O)=[CH:9][CH:8]=1)[CH2:2][CH2:3][CH3:4].C1(P(C2C=CC=CC=2)C2C=CC=CC=2)C=CC=CC=1.C(Cl)(Cl)(Cl)[Cl:35]. No catalyst specified. The product is [CH2:1]([O:5][CH2:6][C:7]1[CH:12]=[CH:11][C:10]([CH2:13][Cl:35])=[CH:9][CH:8]=1)[CH2:2][CH2:3][CH3:4]. The yield is 0.860.